This data is from Forward reaction prediction with 1.9M reactions from USPTO patents (1976-2016). The task is: Predict the product of the given reaction. (1) Given the reactants C(=O)([O:7][C:8]1[C:20]2[CH2:19][O:18][C:17](=[O:21])[C:16]=2[C:15]([C:22]2[CH:27]=[CH:26][C:25]([CH:28]=[CH2:29])=[CH:24][CH:23]=2)=[C:14]2[C:9]=1[CH:10]=[C:11]([O:32][CH3:33])[C:12]([O:30][CH3:31])=[CH:13]2)OC(C)(C)C.N1CCCCC1.Cl, predict the reaction product. The product is: [OH:7][C:8]1[C:20]2[CH2:19][O:18][C:17](=[O:21])[C:16]=2[C:15]([C:22]2[CH:23]=[CH:24][C:25]([CH:28]=[CH2:29])=[CH:26][CH:27]=2)=[C:14]2[C:9]=1[CH:10]=[C:11]([O:32][CH3:33])[C:12]([O:30][CH3:31])=[CH:13]2. (2) The product is: [CH3:14][O:15][C:16](=[O:23])[CH:17]([NH:18][C:10](=[O:12])[CH2:9][C:4]1[CH:5]=[C:6]([Cl:8])[CH:7]=[C:2]([Cl:1])[CH:3]=1)[CH2:19][CH2:20][CH2:21][CH3:22]. Given the reactants [Cl:1][C:2]1[CH:3]=[C:4]([CH2:9][C:10]([OH:12])=O)[CH:5]=[C:6]([Cl:8])[CH:7]=1.Cl.[CH3:14][O:15][C:16](=[O:23])[C@H:17]([CH2:19][CH2:20][CH2:21][CH3:22])[NH2:18], predict the reaction product.